From a dataset of NCI-60 drug combinations with 297,098 pairs across 59 cell lines. Regression. Given two drug SMILES strings and cell line genomic features, predict the synergy score measuring deviation from expected non-interaction effect. (1) Drug 1: C1=CC(=CC=C1C#N)C(C2=CC=C(C=C2)C#N)N3C=NC=N3. Drug 2: CN1C(=O)N2C=NC(=C2N=N1)C(=O)N. Cell line: SN12C. Synergy scores: CSS=-6.28, Synergy_ZIP=3.28, Synergy_Bliss=0.676, Synergy_Loewe=-5.33, Synergy_HSA=-4.77. (2) Drug 1: C1=C(C(=O)NC(=O)N1)F. Drug 2: C1C(C(OC1N2C=C(C(=O)NC2=O)F)CO)O. Cell line: IGROV1. Synergy scores: CSS=44.8, Synergy_ZIP=-0.0439, Synergy_Bliss=2.72, Synergy_Loewe=5.75, Synergy_HSA=7.76.